Dataset: Peptide-MHC class I binding affinity with 185,985 pairs from IEDB/IMGT. Task: Regression. Given a peptide amino acid sequence and an MHC pseudo amino acid sequence, predict their binding affinity value. This is MHC class I binding data. (1) The peptide sequence is GEHWLGRIW. The MHC is HLA-A69:01 with pseudo-sequence HLA-A69:01. The binding affinity (normalized) is 0.0847. (2) The peptide sequence is IPQSLDSYWTSL. The MHC is HLA-B35:03 with pseudo-sequence HLA-B35:03. The binding affinity (normalized) is 0.298. (3) The peptide sequence is GDEALRGFL. The MHC is HLA-B18:01 with pseudo-sequence HLA-B18:01. The binding affinity (normalized) is 0. (4) The peptide sequence is KSINKVYGR. The MHC is HLA-A68:01 with pseudo-sequence HLA-A68:01. The binding affinity (normalized) is 0.747. (5) The peptide sequence is KRGIDKAAK. The MHC is Mamu-B03 with pseudo-sequence Mamu-B03. The binding affinity (normalized) is 0.147. (6) The peptide sequence is KPKHLYVSM. The binding affinity (normalized) is 0.0847. The MHC is HLA-A69:01 with pseudo-sequence HLA-A69:01. (7) The peptide sequence is VERLKHGTF. The MHC is HLA-A03:01 with pseudo-sequence HLA-A03:01. The binding affinity (normalized) is 0.0847. (8) The peptide sequence is ILDLISESPI. The MHC is HLA-A02:01 with pseudo-sequence HLA-A02:01. The binding affinity (normalized) is 0.456.